Dataset: B-cell epitopes from IEDB database with 3,159 antigens for binding position prediction. Task: Token-level Classification. Given an antigen amino acid sequence, predict which amino acid positions are active epitope sites capable of antibody binding. Output is a list of indices for active positions. (1) Given the antigen sequence: MSLLTGVETHTRNGWGCKCSDSSDPLVVAASIIGILHLILWILDRLFFKCIYRRFKYGLKRGPSTEGVPESMREEYRQEQQSAVDVDDGHFVNI, which amino acid positions are active epitope sites? The epitope positions are: [1, 2, 3, 4, 5, 6, 7, 8, 9, 10, 11, 12, 13, 14, 15, 16, 17, 18, 19, 20... (23 total positions)]. The amino acids at these positions are: SLLTGVETHTRNGWGCKCSDSSD. (2) Given the antigen sequence: MSNKFLGTWKLVSSENFDDYMKALGVGLATRKLGNLAKPTVIISKKGDIITIRTESTFKNTEISFKLGQEFEETTADNRKTKSIVTLQRGSLNQVQRWDGKETTIKRKLVNGKMVAECKMKGVVCTRIYEKV, which amino acid positions are active epitope sites? The epitope positions are: [12, 13, 14, 15, 16, 17, 18, 19, 20, 21, 22, 23, 24, 25, 26]. The amino acids at these positions are: SSENFDDYMKALGVG.